From a dataset of Drug-target binding data from BindingDB using Kd measurements. Regression. Given a target protein amino acid sequence and a drug SMILES string, predict the binding affinity score between them. We predict pKd (pKd = -log10(Kd in M); higher means stronger binding). Dataset: bindingdb_kd. (1) The compound is CC(C)(C)c1cc(NC(=O)Nc2ccc(-c3cn4c(n3)sc3cc(OCCN5CCOCC5)ccc34)cc2)no1. The target protein (Q99759) has sequence MDEQEALNSIMNDLVALQMNRRHRMPGYETMKNKDTGHSNRQSDVRIKFEHNGERRIIAFSRPVKYEDVEHKVTTVFGQPLDLHYMNNELSILLKNQDDLDKAIDILDRSSSMKSLRILLLSQDRNHNSSSPHSGVSRQVRIKASQSAGDINTIYQPPEPRSRHLSVSSQNPGRSSPPPGYVPERQQHIARQGSYTSINSEGEFIPETSEQCMLDPLSSAENSLSGSCQSLDRSADSPSFRKSRMSRAQSFPDNRQEYSDRETQLYDKGVKGGTYPRRYHVSVHHKDYSDGRRTFPRIRRHQGNLFTLVPSSRSLSTNGENMGLAVQYLDPRGRLRSADSENALSVQERNVPTKSPSAPINWRRGKLLGQGAFGRVYLCYDVDTGRELASKQVQFDPDSPETSKEVSALECEIQLLKNLQHERIVQYYGCLRDRAEKTLTIFMEYMPGGSVKDQLKAYGALTESVTRKYTRQILEGMSYLHSNMIVHRDIKGANILRDSA.... The pKd is 5.0. (2) The drug is CC(=O)N[C@H]1[C@H](O[C@@H]2[C@@H](C(=O)O)O[C@@H](O[C@H]3[C@H](O)[C@@H](CO)O[C@@H](O[C@@H]4[C@@H](C(=O)O)O[C@@H](O[C@H]5[C@H](O)[C@@H](CO)O[C@@H](O[C@@H]6[C@@H](C(=O)O)O[C@@H](O[C@H]7[C@H](O)[C@@H](CO)O[C@@H](O[C@@H]8[C@@H](C(=O)O)O[C@@H](O[C@H]9[C@H](O)[C@@H](CO)O[C@@H](O[C@@H]%10[C@@H](C(=O)O)O[C@@H](O[C@H]%11[C@H](O)[C@@H](CO)O[C@@H](O[C@@H]%12[C@@H](C(=O)O)O[C@@H](O)[C@H](O)[C@H]%12O)[C@@H]%11NC(C)=O)[C@H](O)[C@H]%10O)[C@@H]9NC(C)=O)[C@H](O)[C@H]8O)[C@@H]7NC(C)=O)[C@H](O)[C@H]6O)[C@@H]5NC(C)=O)[C@H](O)[C@H]4O)[C@@H]3NC(C)=O)[C@H](O)[C@H]2O)O[C@H](CO)[C@@H](O)[C@@H]1O. The target protein (P15379) has sequence MDKFWWHTAWGLCLLQLSLAHQQIDLNVTCRYAGVFHVEKNGRYSISRTEAADLCQAFNSTLPTMDQMKLALSKGFETCRYGFIEGNVVIPRIHPNAICAANHTGVYILVTSNTSHYDTYCFNASAPPEEDCTSVTDLPNSFDGPVTITIVNRDGTRYSKKGEYRTHQEDIDASNIIDDDVSSGSTIEKSTPEGYILHTYLPTEQPTGDQDDSFFIRSTLATIASTVHSKSHAAAQKQNNWIWSWFGNSQSTTQTQEPTTSATTALMTTPETPPKRQEAQNWFSWLFQPSESKSHLHTTTKMPGTESNTNPTGWEPNEENEDETDTYPSFSGSGIDDDEDFISSTIATTPRVSARTEDNQDWTQWKPNHSNPEVLLQTTTRMADIDRISTSAHGENWTPEPQPPFNNHEYQDEEETPHATSTTPNSTAEAAATQQETWFQNGWQGKNPPTPSEDSHVTEGTTASAHNNHPSQRITTQSQEDVSWTDFFDPISHPMGQGHQ.... The pKd is 5.2. (3) The small molecule is NC1CCN(C2CN(CC[C@]3(c4ccc(Cl)c(Cl)c4)CCC(=O)N(CC4CC4)C3)C2)CC1. The target protein (P79218) has sequence MGACDIVTEANISSDIDSNATGVTAFSMPGWQLALWATAYLALVLVAVVGNATVIWIILAHRRMRTVTNYFIVNLALADLCMATFNAAFNFVYASHNIWYFGRAFCYFQNLFPITAMFVSIYSMTAIAADRYMAIVHPFQPRLSGPGTKAVIAGIWLVALALAFPQCFYSTITMDQGATKCVVAWPEDSGGKMLLLYHLTVIALIYFLPLVVMFVAYSVIGFKLWRRTVPGHQTHGANLRHLRAKKKFVKTMVLVVVTFAVCWLPYHLYFLLGHFQDDIYCRKFIQQVYLVLFWLAMSSTMYNPIIYCCLNHRFRSGFRLAFRCCPWVTPTEEDKLELTHTPSLSVRVNRCHTKETLFLVGDVAPSEAANGQAGGPQDGGAYDF. The pKd is 8.7. (4) The compound is N=C(N)NCCC[C@H](NC(=O)[C@H](CCCCN)NC(=O)[C@@H](N)CCCCN)C(=O)NCCCCCCCCCCC(=O)N[C@@H](CO)C(=O)N[C@@H](C(=O)N1[C@H]2CCCC[C@H]2C[C@@H]1C(=O)O)C1Cc2ccccc2C1. The target protein (P97583) has sequence MASEVLLELQPSNRSLQAPANITSCESALEDWDLLYRVLPGFVITICFFGLLGNLLVLSFFLLPWRQWWWQQRQRQQRLTIAEIYLANLAASDLVFVLGLPFWAENIGNRFNWPFGTDLCRVVSGVIKANLFVSIFLVVAISQDRYRLLVYPMTSWGYRRRRQAQATCLLIWVAGGLLSIPTFLLRSVKVVPDLNVSACILLFPHEAWHFARMVELNVLGFLLPVTAIIFFNYHILASLRGQKEASRTRCGGPKGSKTTGLILTLVASFLVCWCPYHFFAFLDFLVQVRVIQDCSWKEITDLGLQLANFFAFVNSCLNPLIYVFAGRLLKTRVLGTL. The pKd is 6.3.